This data is from Full USPTO retrosynthesis dataset with 1.9M reactions from patents (1976-2016). The task is: Predict the reactants needed to synthesize the given product. The reactants are: [C:1]([C:5]1[CH:9]=[C:8]([NH2:10])[O:7][N:6]=1)([CH3:4])([CH3:3])[CH3:2].C[Al](C)C.[Cl:15][C:16]1[CH:21]=[CH:20][C:19]([S:22]([C:25]2([CH3:31])[CH2:29][CH2:28][O:27][C:26]2=[O:30])(=[O:24])=[O:23])=[CH:18][CH:17]=1. Given the product [C:1]([C:5]1[CH:9]=[C:8]([NH:10][C:26](=[O:30])[C:25]([S:22]([C:19]2[CH:18]=[CH:17][C:16]([Cl:15])=[CH:21][CH:20]=2)(=[O:24])=[O:23])([CH3:31])[CH2:29][CH2:28][OH:27])[O:7][N:6]=1)([CH3:4])([CH3:3])[CH3:2], predict the reactants needed to synthesize it.